From a dataset of Full USPTO retrosynthesis dataset with 1.9M reactions from patents (1976-2016). Predict the reactants needed to synthesize the given product. (1) Given the product [CH3:15][O:14][N:16]=[C:3]([C:5]1[CH:10]=[CH:9][C:8]([CH3:11])=[CH:7][CH:6]=1)[CH2:2][Br:1], predict the reactants needed to synthesize it. The reactants are: [Br:1][CH2:2][C:3]([C:5]1[CH:10]=[CH:9][C:8]([CH3:11])=[CH:7][CH:6]=1)=O.O.Cl.[O:14]([NH2:16])[CH3:15]. (2) Given the product [CH3:7][C:5]1[N:6]=[C:2]([CH2:1][C:16](=[O:18])[CH3:17])[S:3][CH:4]=1, predict the reactants needed to synthesize it. The reactants are: [CH3:1][C:2]1[S:3][CH:4]=[C:5]([CH3:7])[N:6]=1.C([Li])CCC.CON(C)[C:16](=[O:18])[CH3:17]. (3) Given the product [CH:13]1[CH:12]=[N+:11]([O-:21])[CH:10]=[C:9]([CH2:8][NH2:7])[CH:14]=1.[Cl:16][C:17]1[CH:18]=[C:19]([CH:24]=[CH:25][CH:26]=1)[C:20]([OH:22])=[O:21], predict the reactants needed to synthesize it. The reactants are: C(OC(=O)[NH:7][CH2:8][C:9]1[CH:10]=[N:11][CH:12]=[CH:13][CH:14]=1)(C)(C)C.[Cl:16][C:17]1[CH:18]=[C:19]([CH:24]=[CH:25][CH:26]=1)[C:20]([O:22]O)=[O:21]. (4) Given the product [OH2:3].[ClH:8].[ClH:8].[CH3:11][O:12][C:13](=[O:69])[NH:14][C@H:15]([C:19]([N:21]1[CH2:25][CH2:24][CH2:23][C@H:22]1[C:26]1[NH:27][CH:28]=[C:29]([C:31]2[CH:32]=[CH:33][C:34]([C:37]3[CH:42]=[CH:41][C:40]([NH:43][C:44]([C:46]4[CH:47]=[N:48][C:49]([N:52]5[CH2:57][C@H:56]([CH3:58])[N:55]([C:59](=[O:62])[NH:60][CH3:61])[CH2:54][C@H:53]5[CH3:63])=[CH:50][CH:51]=4)=[O:45])=[CH:39][C:38]=3[O:64][C:65]([F:68])([F:66])[F:67])=[CH:35][CH:36]=2)[N:30]=1)=[O:20])[CH:16]([CH3:17])[CH3:18], predict the reactants needed to synthesize it. The reactants are: C([OH:3])C.CC(C)=O.[ClH:8].Cl.Cl.[CH3:11][O:12][C:13](=[O:69])[NH:14][C@H:15]([C:19]([N:21]1[CH2:25][CH2:24][CH2:23][C@H:22]1[C:26]1[NH:27][CH:28]=[C:29]([C:31]2[CH:36]=[CH:35][C:34]([C:37]3[CH:42]=[CH:41][C:40]([NH:43][C:44]([C:46]4[CH:47]=[N:48][C:49]([N:52]5[CH2:57][C@H:56]([CH3:58])[N:55]([C:59](=[O:62])[NH:60][CH3:61])[CH2:54][C@H:53]5[CH3:63])=[CH:50][CH:51]=4)=[O:45])=[CH:39][C:38]=3[O:64][C:65]([F:68])([F:67])[F:66])=[CH:33][CH:32]=2)[N:30]=1)=[O:20])[CH:16]([CH3:18])[CH3:17]. (5) Given the product [Cl:20][C:21]([N:1]1[CH2:5][CH2:4][C@@H:3]([NH:6][C:7](=[O:13])[O:8][C:9]([CH3:10])([CH3:12])[CH3:11])[CH2:2]1)=[O:23], predict the reactants needed to synthesize it. The reactants are: [NH:1]1[CH2:5][CH2:4][C@@H:3]([NH:6][C:7](=[O:13])[O:8][C:9]([CH3:12])([CH3:11])[CH3:10])[CH2:2]1.N1C=CC=CC=1.[Cl:20][C:21](Cl)([O:23]C(=O)OC(Cl)(Cl)Cl)Cl.